From a dataset of Full USPTO retrosynthesis dataset with 1.9M reactions from patents (1976-2016). Predict the reactants needed to synthesize the given product. (1) Given the product [C:1]1([S:7]([C:10]2[C:15](=[NH:16])[N:14]3[CH:17]=[CH:18][CH:19]=[CH:20][C:13]3=[N:12][C:11]=2[NH:26][CH2:25][CH2:23][OH:24])(=[O:9])=[O:8])[CH:6]=[CH:5][CH:4]=[CH:3][CH:2]=1, predict the reactants needed to synthesize it. The reactants are: [C:1]1([S:7]([C:10]2[C:15](=[NH:16])[N:14]3[CH:17]=[CH:18][CH:19]=[CH:20][C:13]3=[N:12][C:11]=2SC)(=[O:9])=[O:8])[CH:6]=[CH:5][CH:4]=[CH:3][CH:2]=1.[CH2:23]([CH2:25][NH2:26])[OH:24]. (2) The reactants are: [NH2:1][C@@H:2]([CH2:7][CH2:8][S:9][CH3:10])[C:3]([O:5][CH3:6])=[O:4].C(=O)([O-])[O-].[Na+].[Na+].[CH3:17][C:18]([O:21][C:22](O[C:22]([O:21][C:18]([CH3:20])([CH3:19])[CH3:17])=[O:23])=[O:23])([CH3:20])[CH3:19]. Given the product [C:18]([O:21][C:22]([NH:1][C@@H:2]([CH2:7][CH2:8][S:9][CH3:10])[C:3]([O:5][CH3:6])=[O:4])=[O:23])([CH3:20])([CH3:19])[CH3:17], predict the reactants needed to synthesize it.